This data is from Merck oncology drug combination screen with 23,052 pairs across 39 cell lines. The task is: Regression. Given two drug SMILES strings and cell line genomic features, predict the synergy score measuring deviation from expected non-interaction effect. (1) Drug 1: O=C(CCCCCCC(=O)Nc1ccccc1)NO. Drug 2: NC1(c2ccc(-c3nc4ccn5c(=O)[nH]nc5c4cc3-c3ccccc3)cc2)CCC1. Cell line: EFM192B. Synergy scores: synergy=-3.02. (2) Drug 1: Cn1nnc2c(C(N)=O)ncn2c1=O. Drug 2: CNC(=O)c1cc(Oc2ccc(NC(=O)Nc3ccc(Cl)c(C(F)(F)F)c3)cc2)ccn1. Cell line: SW620. Synergy scores: synergy=5.61. (3) Drug 1: Cc1nc(Nc2ncc(C(=O)Nc3c(C)cccc3Cl)s2)cc(N2CCN(CCO)CC2)n1. Drug 2: CCc1c2c(nc3ccc(O)cc13)-c1cc3c(c(=O)n1C2)COC(=O)C3(O)CC. Cell line: SKMES1. Synergy scores: synergy=5.95. (4) Drug 1: NC1(c2ccc(-c3nc4ccn5c(=O)[nH]nc5c4cc3-c3ccccc3)cc2)CCC1. Drug 2: CCc1cnn2c(NCc3ccc[n+]([O-])c3)cc(N3CCCCC3CCO)nc12. Cell line: NCIH23. Synergy scores: synergy=12.9.